Dataset: Catalyst prediction with 721,799 reactions and 888 catalyst types from USPTO. Task: Predict which catalyst facilitates the given reaction. (1) Reactant: [Cl:1][C:2]1[CH:7]=[CH:6][C:5]([C@H:8]([C@@H:12]([CH3:17])[C:13]([F:16])([F:15])[F:14])[C:9]([OH:11])=O)=[CH:4][CH:3]=1.[NH2:18][C:19]1[CH:20]=[C:21]([C:26]2([CH2:29][C:30]([O:32][CH3:33])=[O:31])[CH2:28][CH2:27]2)[CH:22]=[CH:23][C:24]=1[F:25].F[P-](F)(F)(F)(F)F.N1(OC(N(C)C)=[N+](C)C)C2N=CC=CC=2N=N1.N1C=CC=CC=1. Product: [Cl:1][C:2]1[CH:3]=[CH:4][C:5]([C@H:8]([C@@H:12]([CH3:17])[C:13]([F:16])([F:15])[F:14])[C:9]([NH:18][C:19]2[CH:20]=[C:21]([C:26]3([CH2:29][C:30]([O:32][CH3:33])=[O:31])[CH2:27][CH2:28]3)[CH:22]=[CH:23][C:24]=2[F:25])=[O:11])=[CH:6][CH:7]=1. The catalyst class is: 3. (2) Reactant: C[O:2][C:3](=O)[CH2:4][S:5]([C:8]1[CH:13]=[CH:12][CH:11]=[CH:10][CH:9]=1)(=[O:7])=[O:6].O.[NH2:16][NH2:17]. Product: [C:8]1([S:5]([CH2:4][C:3]([NH:16][NH2:17])=[O:2])(=[O:7])=[O:6])[CH:13]=[CH:12][CH:11]=[CH:10][CH:9]=1. The catalyst class is: 5. (3) The catalyst class is: 22. Reactant: C1C=C(Cl)C=C(C(OO)=[O:9])C=1.[Br:12][C:13]1[CH:18]=[N:17][CH:16]=[C:15]2[NH:19][N:20]=[CH:21][C:14]=12. Product: [Br:12][C:13]1[CH:18]=[N+:17]([O-:9])[CH:16]=[C:15]2[NH:19][N:20]=[CH:21][C:14]=12. (4) Reactant: [F:1][C:2]([F:21])([F:20])[C:3]1[CH:4]=[C:5](B2OC(C)(C)C(C)(C)O2)[CH:6]=[C:7]([CH:9]=[CH2:10])[CH:8]=1.[F:22][C:23]1[CH:24]=[C:25]([CH:35]([NH:37][C:38]([C:40]2[O:41][C:42](Br)=[CH:43][CH:44]=2)=[O:39])[CH3:36])[CH:26]=[C:27]([F:34])[C:28]=1[NH:29][S:30]([CH3:33])(=[O:32])=[O:31].C([O-])([O-])=O.[Cs+].[Cs+]. Product: [F:22][C:23]1[CH:24]=[C:25]([CH:35]([NH:37][C:38]([C:40]2[O:41][C:42]([C:5]3[CH:6]=[C:7]([CH:9]=[CH2:10])[CH:8]=[C:3]([C:2]([F:1])([F:20])[F:21])[CH:4]=3)=[CH:43][CH:44]=2)=[O:39])[CH3:36])[CH:26]=[C:27]([F:34])[C:28]=1[NH:29][S:30]([CH3:33])(=[O:32])=[O:31]. The catalyst class is: 235. (5) Reactant: [CH2:1]([N:3]1[C:7]2[N:8]=[C:9]([C:18]3[CH:23]=[CH:22][C:21]([NH:24][C:25]([NH:27][C:28]4[CH:36]=[CH:35][C:31]([C:32]([OH:34])=O)=[CH:30][CH:29]=4)=[O:26])=[CH:20][CH:19]=3)[N:10]=[C:11]([N:12]3[CH2:17][CH2:16][O:15][CH2:14][CH2:13]3)[C:6]=2[N:5]=[N:4]1)[CH3:2].[CH3:37][NH:38][CH2:39][CH2:40][N:41]([CH3:43])[CH3:42].CCN(CC)CC.C1C=CC2N(O)N=NC=2C=1.CCN=C=NCCCN(C)C. Product: [CH3:42][N:41]([CH3:43])[CH2:40][CH2:39][N:38]([CH3:37])[C:32](=[O:34])[C:31]1[CH:30]=[CH:29][C:28]([NH:27][C:25](=[O:26])[NH:24][C:21]2[CH:20]=[CH:19][C:18]([C:9]3[N:10]=[C:11]([N:12]4[CH2:17][CH2:16][O:15][CH2:14][CH2:13]4)[C:6]4[N:5]=[N:4][N:3]([CH2:1][CH3:2])[C:7]=4[N:8]=3)=[CH:23][CH:22]=2)=[CH:36][CH:35]=1. The catalyst class is: 1. (6) Reactant: [N:1]1[N:2]([C:10]2[CH:15]=[C:14]([CH3:16])[CH:13]=[C:12]([CH2:17]Cl)[C:11]=2[OH:19])[N:3]=[C:4]2[CH:9]=[CH:8][CH:7]=[CH:6][C:5]=12.[CH2:20]([CH:22]([CH2:25][CH2:26][CH2:27][CH3:28])[CH2:23][OH:24])[CH3:21].[I-].[K+]. Product: [N:1]1[N:2]([C:10]2[CH:15]=[C:14]([CH3:16])[CH:13]=[C:12]([CH2:17][O:24][CH2:23][CH:22]([CH2:20][CH3:21])[CH2:25][CH2:26][CH2:27][CH3:28])[C:11]=2[OH:19])[N:3]=[C:4]2[CH:9]=[CH:8][CH:7]=[CH:6][C:5]=12. The catalyst class is: 7. (7) Reactant: [NH2:1][C:2]1[CH:18]=[CH:17][CH:16]=[C:15]([CH3:19])[C:3]=1[C:4]([NH:6][CH:7]1[CH2:12][CH2:11][C:10](=[O:13])[NH:9][C:8]1=[O:14])=[O:5].[C:20]1(C)[CH:25]=[CH:24]C(S(O)(=O)=O)=[CH:22][CH:21]=1. Product: [CH2:21]([C:22]1[N:6]([CH:7]2[CH2:12][CH2:11][C:10](=[O:13])[NH:9][C:8]2=[O:14])[C:4](=[O:5])[C:3]2[C:2](=[CH:18][CH:17]=[CH:16][C:15]=2[CH3:19])[N:1]=1)[CH2:20][CH2:25][CH3:24]. The catalyst class is: 3. (8) Reactant: [C:1]12([CH:11]([OH:24])[CH2:12][NH:13][C:14]3[C:15]4[CH2:23][CH2:22][NH:21][CH2:20][C:16]=4[N:17]=[CH:18][N:19]=3)[CH2:10][CH:5]3[CH2:6][CH:7]([CH2:9][CH:3]([CH2:4]3)[CH2:2]1)[CH2:8]2.[F:25][C:26]1[CH:33]=[C:32]([F:34])[CH:31]=[CH:30][C:27]=1[CH:28]=O.C(O)(=O)C. Product: [C:1]12([CH:11]([OH:24])[CH2:12][NH:13][C:14]3[C:15]4[CH2:23][CH2:22][N:21]([CH2:28][C:27]5[CH:30]=[CH:31][C:32]([F:34])=[CH:33][C:26]=5[F:25])[CH2:20][C:16]=4[N:17]=[CH:18][N:19]=3)[CH2:2][CH:3]3[CH2:4][CH:5]([CH2:6][CH:7]([CH2:9]3)[CH2:8]1)[CH2:10]2. The catalyst class is: 8. (9) Reactant: [CH3:1][O:2][C@@H:3]([C@@H:33]([N:38]([CH3:46])[C:39](=[O:45])[C@H:40]([CH:42]([CH3:44])[CH3:43])[NH2:41])[C@@H:34]([CH3:37])[CH2:35][CH3:36])[CH2:4][C:5]([N:7]1[CH2:11][CH2:10][CH2:9][C@H:8]1[C@H:12]([O:31][CH3:32])[C@@H:13]([CH3:30])[C:14]([NH:16][C@H:17]([C:25]1[S:26][CH:27]=[CH:28][N:29]=1)[CH2:18][C:19]1[CH:24]=[CH:23][CH:22]=[CH:21][CH:20]=1)=[S:15])=[O:6].[CH:47]1[C:59]2[CH:58]([CH2:60][O:61][C:62]([N:64]([CH3:71])[C:65]([CH3:70])([C:67](O)=[O:68])[CH3:66])=[O:63])[C:57]3[C:52](=[CH:53][CH:54]=[CH:55][CH:56]=3)[C:51]=2[CH:50]=[CH:49][CH:48]=1.CN(C(ON1N=NC2C=CC=NC1=2)=[N+](C)C)C.F[P-](F)(F)(F)(F)F.C(N(C(C)C)CC)(C)C. Product: [CH:56]1[C:57]2[CH:58]([CH2:60][O:61][C:62]([N:64]([CH3:71])[C:65]([CH3:66])([C:67]([NH:41][C@H:40]([C:39]([N:38]([C@@H:33]([C@@H:34]([CH3:37])[CH2:35][CH3:36])[C@H:3]([O:2][CH3:1])[CH2:4][C:5]([N:7]3[CH2:11][CH2:10][CH2:9][C@H:8]3[C@H:12]([O:31][CH3:32])[C@@H:13]([CH3:30])[C:14]([NH:16][C@H:17]([C:25]3[S:26][CH:27]=[CH:28][N:29]=3)[CH2:18][C:19]3[CH:24]=[CH:23][CH:22]=[CH:21][CH:20]=3)=[S:15])=[O:6])[CH3:46])=[O:45])[CH:42]([CH3:44])[CH3:43])=[O:68])[CH3:70])=[O:63])[C:59]3[C:51](=[CH:50][CH:49]=[CH:48][CH:47]=3)[C:52]=2[CH:53]=[CH:54][CH:55]=1. The catalyst class is: 4. (10) Reactant: Cl.[OH:2][NH2:3].[OH-].[K+].[Cl:6][C:7]1[C:11]([C:12](Cl)=[O:13])=[C:10]([Cl:15])[N:9]([CH3:16])[N:8]=1.Cl. Product: [Cl:6][C:7]1[C:11]([C:12]([NH:3][OH:2])=[O:13])=[C:10]([Cl:15])[N:9]([CH3:16])[N:8]=1. The catalyst class is: 132.